Predict the reaction yield, written as a fraction of the theoretical maximum amount of product (1.0 means a 100% yield; for example, 0.34 means a 34% yield). From a dataset of Reaction yield outcomes from USPTO patents with 853,638 reactions. (1) The reactants are [C:1]1([NH2:9])[CH:6]=[CH:5][CH:4]=[C:3]([NH2:7])[C:2]=1[NH2:8].[OH2:10].[C:11](#N)C. No catalyst specified. The product is [NH2:7][C:3]1[C:2]2[NH:8][C:11](=[O:10])[NH:9][C:1]=2[CH:6]=[CH:5][CH:4]=1. The yield is 0.420. (2) The reactants are [CH:1]([C:4]1[CH:9]=[CH:8][C:7]([C:10]2[C:14]3[C:15]([CH3:22])=[C:16]([NH2:21])[C:17]([CH3:20])=[C:18]([CH3:19])[C:13]=3[O:12][C:11]=2[CH3:23])=[CH:6][CH:5]=1)([CH3:3])[CH3:2].[F:24][C:25]1[CH:33]=[CH:32][C:28]([C:29](Cl)=[O:30])=[CH:27][CH:26]=1. The catalyst is C(OCC)(=O)C.CCCCCC. The product is [F:24][C:25]1[CH:33]=[CH:32][C:28]([C:29]([NH:21][C:16]2[C:17]([CH3:20])=[C:18]([CH3:19])[C:13]3[O:12][C:11]([CH3:23])=[C:10]([C:7]4[CH:8]=[CH:9][C:4]([CH:1]([CH3:3])[CH3:2])=[CH:5][CH:6]=4)[C:14]=3[C:15]=2[CH3:22])=[O:30])=[CH:27][CH:26]=1. The yield is 0.720.